This data is from Forward reaction prediction with 1.9M reactions from USPTO patents (1976-2016). The task is: Predict the product of the given reaction. (1) Given the reactants [NH2:1][CH2:2][CH2:3][CH2:4][OH:5].[O:6]1[C:10]2[CH:11]=[CH:12][C:13]([C:15]3[C:16]4[C:30](=O)[O:29][C:28](=[O:32])[C:17]=4[CH:18]=[C:19]4[C:27]=3[C:23]3[O:24][CH2:25][O:26][C:22]=3[CH:21]=[CH:20]4)=[CH:14][C:9]=2[O:8][CH2:7]1.O, predict the reaction product. The product is: [O:6]1[C:10]2[CH:11]=[CH:12][C:13]([C:15]3[C:27]4[C:19](=[CH:20][CH:21]=[C:22]5[O:26][CH2:25][O:24][C:23]5=4)[CH:18]=[C:17]4[C:28](=[O:32])[N:1]([CH2:2][CH2:3][CH2:4][OH:5])[C:30](=[O:29])[C:16]=34)=[CH:14][C:9]=2[O:8][CH2:7]1. (2) The product is: [NH2:1][C:2]1[C:7]([C:8]#[N:9])=[C:6]([N:10]2[CH2:11][CH2:12][CH:13]([C:16]3[N:17]([CH2:32][CH2:33][NH:34][CH2:35][CH:36]4[CH2:37][CH2:38]4)[CH:18]=[C:19]([C:21]4[CH:26]=[CH:25][C:24]([F:27])=[C:23]([CH3:28])[CH:22]=4)[N:20]=3)[CH2:14][CH2:15]2)[N:5]=[CH:4][N:3]=1. Given the reactants [NH2:1][C:2]1[C:7]([C:8]#[N:9])=[C:6]([N:10]2[CH2:15][CH2:14][CH:13]([C:16]3[N:17]([CH2:32][CH2:33][NH:34][CH2:35][CH:36]4[CH2:38][CH2:37]4)[CH:18]=[C:19]([C:21]4[CH:26]=[CH:25][C:24]([F:27])=[C:23]([C:28](F)(F)F)[CH:22]=4)[N:20]=3)[CH2:12][CH2:11]2)[N:5]=[CH:4][N:3]=1.NC1N=CN=C(N2CCC(C3N(CCOS(C)(=O)=O)C=C(C4C=CC(F)=C(C)C=4)N=3)CC2)C=1C#N.NC1C(C#N)=C(N2CCC(C3N(CCN(C(C)C)C)C=C(C4C=CC(F)=C(C)C=4)N=3)CC2)N=CN=1, predict the reaction product. (3) Given the reactants [Cl:1][C:2]1[CH:7]=[CH:6][C:5]([CH2:8][C@@H:9]([NH:33][CH:34]2[CH2:39][CH2:38][NH:37][CH2:36][CH2:35]2)[C:10]([N:12]2[CH2:17][CH2:16][CH:15]([N:18]([CH:27]3[CH2:32][CH2:31][CH2:30][CH2:29][CH2:28]3)[C:19]3[CH:24]=[CH:23][C:22]([O:25][CH3:26])=[CH:21][CH:20]=3)[CH2:14][CH2:13]2)=[O:11])=[CH:4][CH:3]=1.Cl, predict the reaction product. The product is: [ClH:1].[Cl:1][C:2]1[CH:7]=[CH:6][C:5]([CH2:8][C@@H:9]([NH:33][CH:34]2[CH2:35][CH2:36][NH:37][CH2:38][CH2:39]2)[C:10]([N:12]2[CH2:17][CH2:16][CH:15]([N:18]([CH:27]3[CH2:32][CH2:31][CH2:30][CH2:29][CH2:28]3)[C:19]3[CH:24]=[CH:23][C:22]([O:25][CH3:26])=[CH:21][CH:20]=3)[CH2:14][CH2:13]2)=[O:11])=[CH:4][CH:3]=1. (4) Given the reactants C(N(CC)CC)C.CS(Cl)(=O)=O.[CH3:13][O:14][CH:15]1[CH2:18][CH:17]([CH2:19]O)[CH2:16]1.[N-:21]=[N+:22]=[N-:23].[Na+], predict the reaction product. The product is: [CH3:13][O:14][CH:15]1[CH2:18][CH:17]([CH2:19][N:21]=[N+:22]=[N-:23])[CH2:16]1. (5) Given the reactants [NH2:1][C:2]1[C:10]2[C:9]([CH3:11])=[C:8]([CH3:12])[N:7]=[N:6][C:5]=2[S:4][C:3]=1[C:13]([OH:15])=O.C(NC(C)C)(C)C.CN(C(ON1N=NC2C=CC=NC1=2)=[N+](C)C)C.F[P-](F)(F)(F)(F)F.[F:47][CH2:48][O:49][C:50]1[CH:55]=[CH:54][C:53]([CH2:56][NH2:57])=[CH:52][CH:51]=1, predict the reaction product. The product is: [NH2:1][C:2]1[C:10]2[C:9]([CH3:11])=[C:8]([CH3:12])[N:7]=[N:6][C:5]=2[S:4][C:3]=1[C:13]([NH:57][CH2:56][C:53]1[CH:52]=[CH:51][C:50]([O:49][CH2:48][F:47])=[CH:55][CH:54]=1)=[O:15].